Task: Predict the reactants needed to synthesize the given product.. Dataset: Full USPTO retrosynthesis dataset with 1.9M reactions from patents (1976-2016) (1) Given the product [CH2:47]([O:54][C:55]1[CH:60]=[CH:59][C:58]([N:61]([CH2:92][CH2:93][CH3:94])[C:62]([C:64]2[CH:65]=[C:66]([C:71]3[CH:72]=[C:73]4[C:78](=[CH:79][C:80]=3[C:81]([N:21]3[C@H:24]([CH2:92][N:61]5[CH2:62][CH2:64][O:95][CH2:57][CH2:58]5)[CH2:27][C:26]5[C:25](=[CH:34][CH:33]=[CH:32][CH:31]=5)[CH2:20]3)=[O:83])[CH2:77][NH:76][CH2:75][CH2:74]4)[N:67]([CH3:70])[C:68]=2[CH3:69])=[O:63])=[CH:57][CH:56]=1)[C:48]1[CH:49]=[CH:50][CH:51]=[CH:52][CH:53]=1, predict the reactants needed to synthesize it. The reactants are: C(OC1C=CC(N(C)C(C2C=[C:20]([C:25]3[CH:26]=[C:27]4[C:32](=[CH:33][C:34]=3C(O[Li])=O)[CH2:31]N(C(OC(C)(C)C)=O)CC4)[N:21]([CH3:24])C=2C)=O)=CC=1)C1C=CC=CC=1.[CH2:47]([O:54][C:55]1[CH:60]=[CH:59][C:58]([N:61]([CH2:92][CH2:93][CH3:94])[C:62]([C:64]2[CH:65]=[C:66]([C:71]3[CH:72]=[C:73]4[C:78](=[CH:79][C:80]=3[C:81]([O:83][Li])=O)[CH2:77][N:76](C(OC(C)(C)C)=O)[CH2:75][CH2:74]4)[N:67]([CH3:70])[C:68]=2[CH3:69])=[O:63])=[CH:57][CH:56]=1)[C:48]1[CH:53]=[CH:52][CH:51]=[CH:50][CH:49]=1.[OH-:95].[Na+]. (2) Given the product [C:1]1([C:7]2[CH:8]=[CH:9][N:10]3[C:15]=2[C:14]([NH:16][CH2:17][C:18]2[CH:23]=[CH:22][CH:21]=[CH:20][N:19]=2)=[N:13][C:12]([C:24]2[CH:25]=[N:26][CH:27]=[C:28]([CH:31]=2)[C:29]([NH2:30])=[O:36])=[N:11]3)[CH:6]=[CH:5][CH:4]=[CH:3][CH:2]=1, predict the reactants needed to synthesize it. The reactants are: [C:1]1([C:7]2[CH:8]=[CH:9][N:10]3[C:15]=2[C:14]([NH:16][CH2:17][C:18]2[CH:23]=[CH:22][CH:21]=[CH:20][N:19]=2)=[N:13][C:12]([C:24]2[CH:25]=[N:26][CH:27]=[C:28]([CH:31]=2)[C:29]#[N:30])=[N:11]3)[CH:6]=[CH:5][CH:4]=[CH:3][CH:2]=1.C([OH:36])(C)(C)C.CC(C)([O-])C.[K+]. (3) Given the product [CH:1]12[CH2:7][CH:4]([CH:5]=[CH:6]1)[CH2:3][CH:2]2[NH:8][C:9](=[S:10])[NH:11][N:12]=[CH:17][C:16]1[CH:19]=[CH:20][CH:21]=[CH:22][C:15]=1[C:14]([F:13])([F:23])[F:24], predict the reactants needed to synthesize it. The reactants are: [CH:1]12[CH2:7][CH:4]([CH:5]=[CH:6]1)[CH2:3][CH:2]2[NH:8][C:9]([NH:11][NH2:12])=[S:10].[F:13][C:14]([F:24])([F:23])[C:15]1[CH:22]=[CH:21][CH:20]=[CH:19][C:16]=1[CH:17]=O. (4) Given the product [CH3:12][C:5]1[C:4]([N+:13]([O-:15])=[O:14])=[CH:3][C:2]([C:2]2[CH:3]=[CH:4][CH:5]=[CH:6][CH:11]=2)=[CH:11][C:6]=1[C:7]([O:9][CH3:10])=[O:8], predict the reactants needed to synthesize it. The reactants are: Br[C:2]1[CH:3]=[C:4]([N+:13]([O-:15])=[O:14])[C:5]([CH3:12])=[C:6]([CH:11]=1)[C:7]([O:9][CH3:10])=[O:8].C(=O)([O-])[O-].[Na+].[Na+]. (5) Given the product [CH2:1]([O:3][C:4]([C:6]1[CH:10]=[C:9]([C:11]2[CH:12]=[CH:13][CH:14]=[CH:15][CH:16]=2)[N:8]([N:17]=[C:47]([CH3:48])[C:46](=[N:45][N:35]2[C:34]([C:28]3[CH:33]=[CH:32][CH:31]=[CH:30][CH:29]=3)=[CH:38][CH:37]=[C:36]2[C:39]2[CH:44]=[CH:43][CH:42]=[CH:41][CH:40]=2)[CH3:50])[C:7]=1[C:18]1[C:27]2[C:22](=[CH:23][CH:24]=[CH:25][CH:26]=2)[CH:21]=[CH:20][CH:19]=1)=[O:5])[CH3:2], predict the reactants needed to synthesize it. The reactants are: [CH2:1]([O:3][C:4]([C:6]1[CH:10]=[C:9]([C:11]2[CH:16]=[CH:15][CH:14]=[CH:13][CH:12]=2)[N:8]([NH2:17])[C:7]=1[C:18]1[C:27]2[C:22](=[CH:23][CH:24]=[CH:25][CH:26]=2)[CH:21]=[CH:20][CH:19]=1)=[O:5])[CH3:2].[C:28]1([C:34]2[N:35]([N:45]=[C:46]([CH3:50])[C:47](=O)[CH3:48])[C:36]([C:39]3[CH:44]=[CH:43][CH:42]=[CH:41][CH:40]=3)=[CH:37][CH:38]=2)[CH:33]=[CH:32][CH:31]=[CH:30][CH:29]=1.C1(C)C=CC(S(O)(=O)=O)=CC=1.S(NN)(C1C=CC(C)=CC=1)(=O)=O. (6) Given the product [Cl:40][C:38]1[CH:34]=[CH:37][CH:36]=[CH:35][C:33]=1[CH:32]([C:10]1[CH2:14][C:13]([C:19]2[CH:20]=[C:21]([Cl:26])[CH:22]=[C:23]([Cl:25])[CH:24]=2)([C:15]([F:17])([F:18])[F:16])[O:12][N:11]=1)[NH:29][C:30]([CH:31]1[CH2:49][CH2:48][CH2:47]1)=[O:42], predict the reactants needed to synthesize it. The reactants are: ClC1C=CC([C:10]2[CH2:14][C:13]([C:19]3[CH:24]=[C:23]([Cl:25])[CH:22]=[C:21]([Cl:26])[CH:20]=3)([C:15]([F:18])([F:17])[F:16])[O:12][N:11]=2)=CC=1CN.C([N:29]([CH2:32][CH3:33])[CH2:30][CH3:31])C.[CH:34]1([C:38]([Cl:40])=O)[CH2:37][CH2:36][CH2:35]1.C(=O)([O-])[OH:42].[Na+].O1C[CH2:49][CH2:48][CH2:47]1. (7) Given the product [CH2:1]([O:3][C:4](=[O:18])[CH:5]([O:15][CH2:16][CH3:17])[CH2:6][C:7]1[CH:12]=[CH:11][C:10]([O:13][CH2:29][CH2:28][C:26]2[N:27]=[C:23]([C:19]([CH3:20])([CH3:22])[CH3:21])[O:24][C:25]=2[CH3:31])=[CH:9][C:8]=1[CH3:14])[CH3:2], predict the reactants needed to synthesize it. The reactants are: [CH2:1]([O:3][C:4](=[O:18])[CH:5]([O:15][CH2:16][CH3:17])[CH2:6][C:7]1[CH:12]=[CH:11][C:10]([OH:13])=[CH:9][C:8]=1[CH3:14])[CH3:2].[C:19]([C:23]1[O:24][C:25]([CH3:31])=[C:26]([CH2:28][CH2:29]O)[N:27]=1)([CH3:22])([CH3:21])[CH3:20].C1(P(C2C=CC=CC=2)C2C=CC=CC=2)C=CC=CC=1.N(C(OC(C)(C)C)=O)=NC(OC(C)(C)C)=O.